From a dataset of Peptide-MHC class II binding affinity with 134,281 pairs from IEDB. Regression. Given a peptide amino acid sequence and an MHC pseudo amino acid sequence, predict their binding affinity value. This is MHC class II binding data. (1) The peptide sequence is VHVSFVMAYPEMLAA. The MHC is HLA-DQA10501-DQB10201 with pseudo-sequence HLA-DQA10501-DQB10201. The binding affinity (normalized) is 0.649. (2) The MHC is DRB1_1501 with pseudo-sequence DRB1_1501. The binding affinity (normalized) is 0.455. The peptide sequence is MKNLVWNDELAYVAQ. (3) The peptide sequence is ITKGKVDPTDYFRNE. The MHC is HLA-DQA10501-DQB10201 with pseudo-sequence HLA-DQA10501-DQB10201. The binding affinity (normalized) is 0.